Dataset: Reaction yield outcomes from USPTO patents with 853,638 reactions. Task: Predict the reaction yield, written as a fraction of the theoretical maximum amount of product (1.0 means a 100% yield; for example, 0.34 means a 34% yield). (1) The reactants are [F:1][CH:2]([F:31])[C:3]1[CH:12]=[C:11]2[C:6]([CH2:7][CH2:8][CH2:9][N:10]2[C:13]2[C:17]3[CH2:18][N:19]([C:22](=[O:24])[CH3:23])[CH2:20][CH2:21][C:16]=3[NH:15][N:14]=2)=[CH:5][C:4]=1[C:25]1[CH:26]=[N:27][N:28]([CH3:30])[CH:29]=1.C([O-])([O-])=O.[Cs+].[Cs+].CS(O[CH:43]1[CH2:48][CH2:47][N:46]([C:49]([O:51][C:52]([CH3:55])([CH3:54])[CH3:53])=[O:50])[CH2:45][CH2:44]1)(=O)=O. The catalyst is CN(C=O)C. The product is [C:22]([N:19]1[CH2:20][CH2:21][C:16]2[N:15]([CH:43]3[CH2:48][CH2:47][N:46]([C:49]([O:51][C:52]([CH3:55])([CH3:54])[CH3:53])=[O:50])[CH2:45][CH2:44]3)[N:14]=[C:13]([N:10]3[C:11]4[C:6](=[CH:5][C:4]([C:25]5[CH:26]=[N:27][N:28]([CH3:30])[CH:29]=5)=[C:3]([CH:2]([F:1])[F:31])[CH:12]=4)[CH2:7][CH2:8][CH2:9]3)[C:17]=2[CH2:18]1)(=[O:24])[CH3:23]. The yield is 0.170. (2) The reactants are [N+:1]([C:4]1[C:13]2[C:12](=[O:14])O[C:10]([CH3:15])=[N:9][C:8]=2[CH:7]=[CH:6][CH:5]=1)([O-:3])=[O:2].Cl.[NH2:17][CH:18]1[CH2:23][CH2:22][C:21](=[O:24])[NH:20][C:19]1=[O:25].CO. The catalyst is N1C=CC=CC=1. The product is [CH3:15][C:10]1[N:17]([CH:18]2[CH2:23][CH2:22][C:21](=[O:24])[NH:20][C:19]2=[O:25])[C:12](=[O:14])[C:13]2[C:8](=[CH:7][CH:6]=[CH:5][C:4]=2[N+:1]([O-:3])=[O:2])[N:9]=1. The yield is 0.270.